Task: Regression. Given a peptide amino acid sequence and an MHC pseudo amino acid sequence, predict their binding affinity value. This is MHC class I binding data.. Dataset: Peptide-MHC class I binding affinity with 185,985 pairs from IEDB/IMGT (1) The peptide sequence is LAGFMAYMI. The MHC is HLA-B51:01 with pseudo-sequence HLA-B51:01. The binding affinity (normalized) is 0.180. (2) The peptide sequence is QPKKAAAAL. The MHC is HLA-A11:01 with pseudo-sequence HLA-A11:01. The binding affinity (normalized) is 0.0847. (3) The peptide sequence is AYAAAAAAAAI. The MHC is H-2-Db with pseudo-sequence H-2-Db. The binding affinity (normalized) is 0.0641.